Dataset: Reaction yield outcomes from USPTO patents with 853,638 reactions. Task: Predict the reaction yield, written as a fraction of the theoretical maximum amount of product (1.0 means a 100% yield; for example, 0.34 means a 34% yield). (1) The reactants are Br.[Br:2][C:3]1[CH:4]=[C:5]([CH2:10]Br)[C:6]([NH2:9])=[N:7][CH:8]=1.[CH3:12][O:13][C:14]([C:16]1([NH2:21])[CH2:20][CH2:19][CH2:18][CH2:17]1)=[O:15].CCN(CC)CC. The catalyst is CN(C=O)C.O. The product is [CH3:12][O:13][C:14]([C:16]1([NH:21][CH2:10][C:5]2[C:6]([NH2:9])=[N:7][CH:8]=[C:3]([Br:2])[CH:4]=2)[CH2:20][CH2:19][CH2:18][CH2:17]1)=[O:15]. The yield is 0.430. (2) The reactants are [CH3:1][O:2][C:3]1[C:14]2=[C:15]3[N:10]([CH2:11][CH2:12][CH2:13]2)[CH2:9][CH2:8][CH2:7][C:6]3=[CH:5][C:4]=1[CH:16]=[CH:17][C:18]1[S:22][C:21]([CH:23]=O)=[CH:20][CH:19]=1.[C:25]([C:27]1[C:28](=[C:43]([C:46]#[N:47])[C:44]#[N:45])[O:29][C:30]([C:37]2[CH:42]=[CH:41][CH:40]=[CH:39][CH:38]=2)([C:33]([F:36])([F:35])[F:34])[C:31]=1[CH3:32])#[N:26]. The catalyst is C(O)C.O1CCCC1. The product is [C:25]([C:27]1[C:28](=[C:43]([C:46]#[N:47])[C:44]#[N:45])[O:29][C:30]([C:37]2[CH:42]=[CH:41][CH:40]=[CH:39][CH:38]=2)([C:33]([F:36])([F:34])[F:35])[C:31]=1[CH:32]=[CH:23][C:21]1[S:22][C:18]([CH:17]=[CH:16][C:4]2[CH:5]=[C:6]3[C:15]4[N:10]([CH2:9][CH2:8][CH2:7]3)[CH2:11][CH2:12][CH2:13][C:14]=4[C:3]=2[O:2][CH3:1])=[CH:19][CH:20]=1)#[N:26]. The yield is 0.444.